This data is from Catalyst prediction with 721,799 reactions and 888 catalyst types from USPTO. The task is: Predict which catalyst facilitates the given reaction. (1) Reactant: NC1C2C(C3C=CC(N[C:18]([C:20]4[N:21]([CH3:29])[C:22]5[C:27]([CH:28]=4)=[CH:26][CH:25]=[CH:24][CH:23]=5)=[O:19])=C(OC)C=3)=CSC=2C(C#CCCCCN2C(=O)C3C(=CC=CC=3)C2=O)=CN=1.[OH2:49].NN. Product: [CH3:29][N:21]1[C:22]2[C:27](=[CH:26][CH:25]=[CH:24][CH:23]=2)[CH:28]=[C:20]1[C:18]([OH:19])=[O:49]. The catalyst class is: 8. (2) Product: [Cl:29][C:26]1[CH:27]=[CH:28][C:22]2[O:21][C:20]([NH:1][CH2:2][C:3]([NH:5][C:6]3[CH:7]=[CH:8][C:9]([O:12][C:13]4[CH:14]=[N:15][CH:16]=[CH:17][CH:18]=4)=[CH:10][CH:11]=3)=[O:4])=[N:24][C:23]=2[CH:25]=1. Reactant: [NH2:1][CH2:2][C:3]([NH:5][C:6]1[CH:11]=[CH:10][C:9]([O:12][C:13]2[CH:14]=[N:15][CH:16]=[CH:17][CH:18]=2)=[CH:8][CH:7]=1)=[O:4].Cl[C:20]1[O:21][C:22]2[CH:28]=[CH:27][C:26]([Cl:29])=[CH:25][C:23]=2[N:24]=1. The catalyst class is: 22. (3) Reactant: [CH3:1][C:2]1([CH3:16])[C:11]2[C:6](=[CH:7][C:8]([NH:12]C(=O)C)=[CH:9][CH:10]=2)[O:5][CH2:4][CH2:3]1.[OH-].[Na+]. Product: [CH3:1][C:2]1([CH3:16])[C:11]2[C:6](=[CH:7][C:8]([NH2:12])=[CH:9][CH:10]=2)[O:5][CH2:4][CH2:3]1. The catalyst class is: 33. (4) Reactant: [NH2:1][C@@H:2]1[CH2:7][CH2:6][N:5]([CH2:8][CH2:9][N:10]2[C:19]3[C:14](=[C:15]([F:21])[CH:16]=[C:17]([F:20])[CH:18]=3)[CH:13]=[CH:12][C:11]2=[O:22])[CH2:4][C@@H:3]1[C:23]([O:25][CH3:26])=[O:24].[F:27][C:28]1[CH:33]=[CH:32][C:31]([F:34])=[CH:30][C:29]=1/[CH:35]=[CH:36]/[CH:37]=O.C(O[BH-](OC(=O)C)OC(=O)C)(=O)C.[Na+]. Product: [F:21][C:15]1[CH:16]=[C:17]([F:20])[CH:18]=[C:19]2[C:14]=1[CH:13]=[CH:12][C:11](=[O:22])[N:10]2[CH2:9][CH2:8][N:5]1[CH2:6][CH2:7][C@@H:2]([NH:1][CH2:37]/[CH:36]=[CH:35]/[C:29]2[CH:30]=[C:31]([F:34])[CH:32]=[CH:33][C:28]=2[F:27])[C@@H:3]([C:23]([O:25][CH3:26])=[O:24])[CH2:4]1. The catalyst class is: 120. (5) Reactant: [Li+].[OH-].C[O:4][C:5]([C@H:7]1[CH2:12][CH2:11][C@H:10]([CH2:13][N:14]2[C:18]3[CH:19]=[C:20]([OH:23])[CH:21]=[CH:22][C:17]=3[N:16]([CH3:24])[C:15]2=[O:25])[CH2:9][CH2:8]1)=[O:6]. Product: [OH:23][C:20]1[CH:21]=[CH:22][C:17]2[N:16]([CH3:24])[C:15](=[O:25])[N:14]([CH2:13][C@H:10]3[CH2:11][CH2:12][C@H:7]([C:5]([OH:6])=[O:4])[CH2:8][CH2:9]3)[C:18]=2[CH:19]=1. The catalyst class is: 90. (6) Reactant: [Cl:1][C:2]1[C:6]([C:7]([O:9][CH2:10][CH3:11])=[O:8])=[CH:5][NH:4][N:3]=1.I[C:13]1[CH:14]=[N:15][CH:16]=[CH:17][CH:18]=1.C(=O)([O-])[O-].[Cs+].[Cs+].[OH-].[Na+]. Product: [Cl:1][C:2]1[C:6]([C:7]([O:9][CH2:10][CH3:11])=[O:8])=[CH:5][N:4]([C:13]2[CH:14]=[N:15][CH:16]=[CH:17][CH:18]=2)[N:3]=1. The catalyst class is: 590. (7) Reactant: [NH2:1][C:2]1[CH:6]=[C:5]([Br:7])[S:4][C:3]=1[C:8]([NH2:10])=[O:9].Cl[C:12]([C:14]12[N:20]([C:21]([O:23][CH2:24][C:25]3[CH:30]=[CH:29][CH:28]=[CH:27][CH:26]=3)=[O:22])[CH:17]([CH2:18][CH2:19]1)[CH2:16][CH2:15]2)=O.C(N(C(C)C)C(C)C)C.C(=O)([O-])O.[Na+]. Product: [Br:7][C:5]1[S:4][C:3]2[C:8](=[O:9])[NH:10][C:12]([C:14]34[N:20]([C:21]([O:23][CH2:24][C:25]5[CH:26]=[CH:27][CH:28]=[CH:29][CH:30]=5)=[O:22])[CH:17]([CH2:16][CH2:15]3)[CH2:18][CH2:19]4)=[N:1][C:2]=2[CH:6]=1. The catalyst class is: 7.